This data is from Catalyst prediction with 721,799 reactions and 888 catalyst types from USPTO. The task is: Predict which catalyst facilitates the given reaction. (1) Reactant: [N:1]1[CH:6]=[CH:5][CH:4]=[C:3]([C:7]2[N:11]=[C:10]([C:12]3[CH:13]=[C:14]([CH:17]=[CH:18][CH:19]=3)[C:15]#[N:16])[O:9][N:8]=2)[CH:2]=1.C[Si](C)(C)[O-:22].[K+]. Product: [N:1]1[CH:6]=[CH:5][CH:4]=[C:3]([C:7]2[N:11]=[C:10]([C:12]3[CH:13]=[C:14]([CH:17]=[CH:18][CH:19]=3)[C:15]([NH2:16])=[O:22])[O:9][N:8]=2)[CH:2]=1. The catalyst class is: 1. (2) Reactant: C[O:2][C:3]1[CH:20]=[C:19]2[C:6]([C@@:7]3([CH3:24])[C@H:16]([CH2:17][S:18]2)[C@:15]2([CH3:21])[C@H:10]([C:11]([CH3:23])([CH3:22])[CH2:12][CH2:13][CH2:14]2)[CH2:9][CH2:8]3)=[C:5]([C:25]([NH:27][CH3:28])=[O:26])[CH:4]=1.B(Br)(Br)Br. Product: [OH:2][C:3]1[CH:20]=[C:19]2[C:6]([C@@:7]3([CH3:24])[C@H:16]([CH2:17][S:18]2)[C@:15]2([CH3:21])[C@H:10]([C:11]([CH3:22])([CH3:23])[CH2:12][CH2:13][CH2:14]2)[CH2:9][CH2:8]3)=[C:5]([C:25]([NH:27][CH3:28])=[O:26])[CH:4]=1. The catalyst class is: 2. (3) Product: [CH3:18][CH:19]1[CH2:24][CH2:23][CH:22]([NH:25][CH2:1][C:3]2[CH:8]=[CH:7][C:6]([C:9]3[CH:14]=[CH:13][CH:12]=[C:11]([C:15]([NH2:17])=[O:16])[CH:10]=3)=[CH:5][CH:4]=2)[CH2:21][CH2:20]1. Reactant: [CH:1]([C:3]1[CH:8]=[CH:7][C:6]([C:9]2[CH:14]=[CH:13][CH:12]=[C:11]([C:15]([NH2:17])=[O:16])[CH:10]=2)=[CH:5][CH:4]=1)=O.[CH3:18][CH:19]1[CH2:24][CH2:23][CH:22]([NH2:25])[CH2:21][CH2:20]1.[BH4-].[Na+].O. The catalyst class is: 5. (4) Reactant: [Br:1][C:2]1[CH:3]=[CH:4][C:5]([I:19])=[C:6]([CH:8]=[C:9]2[C:13]([CH3:15])([CH3:14])[O:12][C:11]([CH3:17])([CH3:16])[C:10]2=[O:18])[CH:7]=1.[OH:20]O.[OH-].[Li+]. Product: [Br:1][C:2]1[CH:3]=[CH:4][C:5]([I:19])=[C:6]([CH:8]2[C:9]3([C:10](=[O:18])[C:11]([CH3:17])([CH3:16])[O:12][C:13]3([CH3:14])[CH3:15])[O:20]2)[CH:7]=1. The catalyst class is: 5. (5) Reactant: BrC1C=CC(OC2C=CC(C3([N:22]4[CH2:27][CH2:26][N:25]([C:28]5[CH:33]=[CH:32][C:31]([N+:34]([O-:36])=[O:35])=[CH:30][CH:29]=5)[CH2:24][CH2:23]4)C(=O)NC(=O)NC3=O)=CC=2)=CC=1. The catalyst class is: 5. Product: [N+:34]([C:31]1[CH:30]=[CH:29][C:28]([N:25]2[CH2:26][CH2:27][NH:22][CH2:23][CH2:24]2)=[CH:33][CH:32]=1)([O-:36])=[O:35]. (6) Reactant: Cl[C:2]1[CH:7]=[CH:6][C:5]([N+:8]([O-:10])=[O:9])=[C:4]([O:11][CH3:12])[CH:3]=1.[PH:13](=[O:20])([O:17]CC)[O:14][CH2:15][CH3:16].P([O-])([O-])([O-])=O.[K+].[K+].[K+].CC1(C)C2C(=C(P(C3C=CC=CC=3)C3C=CC=CC=3)C=CC=2)OC2C(P(C3C=CC=CC=3)C3C=CC=CC=3)=CC=CC1=2. Product: [CH3:12][O:11][C:4]1[CH:3]=[C:2]([P:13](=[O:17])([OH:20])[O:14][CH2:15][CH3:16])[CH:7]=[CH:6][C:5]=1[N+:8]([O-:10])=[O:9]. The catalyst class is: 826. (7) Reactant: [Br:1][C:2]1[CH:3]=[CH:4][C:5]([NH:8][C@H:9]2[CH2:13][CH2:12][CH2:11][C@@H:10]2[NH:14][C:15](=[O:27])[C:16]2[CH:21]=[CH:20][CH:19]=[CH:18][C:17]=2[N:22]2[N:26]=[CH:25][CH:24]=[N:23]2)=[N:6][CH:7]=1.Cl.N[C@H]1CCC[C@@H]1N[C:36](=[O:48])C1C=CC=CC=1N1N=CC=N1.BrC1C=C(OC)C(Cl)=NC=1.CC(C)([O-])C.[Na+].C1C=CC(P(C2C(C3C(P(C4C=CC=CC=4)C4C=CC=CC=4)=CC=C4C=3C=CC=C4)=C3C(C=CC=C3)=CC=2)C2C=CC=CC=2)=CC=1. Product: [Br:1][C:2]1[CH:3]=[C:4]([O:48][CH3:36])[C:5]([NH:8][C@H:9]2[CH2:13][CH2:12][CH2:11][C@@H:10]2[NH:14][C:15](=[O:27])[C:16]2[CH:21]=[CH:20][CH:19]=[CH:18][C:17]=2[N:22]2[N:26]=[CH:25][CH:24]=[N:23]2)=[N:6][CH:7]=1. The catalyst class is: 110. (8) Reactant: [CH3:1][O:2][C:3](=[O:12])[CH:4]([NH2:11])[CH2:5][C:6]1[S:7][CH:8]=[CH:9][N:10]=1.[Cl:13][C:14]1[CH:19]=[CH:18][CH:17]=[CH:16][C:15]=1[C:20]1[CH:25]=[CH:24][C:23]([C:26](O)=[O:27])=[CH:22][CH:21]=1.C1C=CC2N(O)N=NC=2C=1.C(Cl)CCl.CN1CCOCC1. Product: [CH3:1][O:2][C:3](=[O:12])[CH:4]([NH:11][C:26]([C:23]1[CH:22]=[CH:21][C:20]([C:15]2[CH:16]=[CH:17][CH:18]=[CH:19][C:14]=2[Cl:13])=[CH:25][CH:24]=1)=[O:27])[CH2:5][C:6]1[S:7][CH:8]=[CH:9][N:10]=1. The catalyst class is: 2.